This data is from Reaction yield outcomes from USPTO patents with 853,638 reactions. The task is: Predict the reaction yield, written as a fraction of the theoretical maximum amount of product (1.0 means a 100% yield; for example, 0.34 means a 34% yield). (1) The reactants are [CH3:1][C:2]1[C:6]([C:7]2[C:16]3[O:15][CH2:14][CH:13]([C:17]4[C:18]([C:23]([OH:25])=O)=[N:19][CH:20]=[CH:21][CH:22]=4)[N:12]4[C:26](=[O:28])[NH:27][C:10]([C:11]=34)=[CH:9][CH:8]=2)=[C:5]([CH3:29])[O:4][N:3]=1.[Cl-].C[NH3+].[CH:33]([N:36](CC)C(C)C)(C)C.F[P-](F)(F)(F)(F)F.N1(O[P+](N(C)C)(N(C)C)N(C)C)C2C=CC=CC=2N=N1. The catalyst is CN(C)C=O. The product is [CH3:1][C:2]1[C:6]([C:7]2[C:16]3[O:15][CH2:14][CH:13]([C:17]4[C:18]([C:23]([NH:36][CH3:33])=[O:25])=[N:19][CH:20]=[CH:21][CH:22]=4)[N:12]4[C:26](=[O:28])[NH:27][C:10]([C:11]=34)=[CH:9][CH:8]=2)=[C:5]([CH3:29])[O:4][N:3]=1. The yield is 0.480. (2) The reactants are [C:1](Cl)(Cl)=[S:2].[CH3:5][N:6]([CH3:17])[CH2:7][CH2:8][O:9][C:10]1[CH:16]=[CH:15][C:13]([NH2:14])=[CH:12][CH:11]=1.CC[N:20](C(C)C)C(C)C. The catalyst is C1COCC1. The yield is 0.660. The product is [CH3:5][N:6]([CH3:17])[CH2:7][CH2:8][O:9][C:10]1[CH:16]=[CH:15][C:13]([NH:14][C:1]([NH2:20])=[S:2])=[CH:12][CH:11]=1.